From a dataset of Peptide-MHC class I binding affinity with 185,985 pairs from IEDB/IMGT. Regression. Given a peptide amino acid sequence and an MHC pseudo amino acid sequence, predict their binding affinity value. This is MHC class I binding data. (1) The peptide sequence is GLRQLANET. The MHC is HLA-A02:01 with pseudo-sequence HLA-A02:01. The binding affinity (normalized) is 0.0350. (2) The peptide sequence is YSDIPRLKK. The MHC is HLA-B58:01 with pseudo-sequence HLA-B58:01. The binding affinity (normalized) is 0.0847. (3) The peptide sequence is TYQLTRALV. The MHC is H-2-Kd with pseudo-sequence H-2-Kd. The binding affinity (normalized) is 0.566. (4) The peptide sequence is IIFLFILLL. The MHC is HLA-A02:01 with pseudo-sequence HLA-A02:01. The binding affinity (normalized) is 0.553. (5) The peptide sequence is PTPVNIIGRNL. The MHC is HLA-B58:01 with pseudo-sequence HLA-B58:01. The binding affinity (normalized) is 0. (6) The peptide sequence is SLFSTVATL. The MHC is HLA-A02:06 with pseudo-sequence HLA-A02:06. The binding affinity (normalized) is 0.163.